This data is from Catalyst prediction with 721,799 reactions and 888 catalyst types from USPTO. The task is: Predict which catalyst facilitates the given reaction. (1) Reactant: [H-].[Na+].[Cl:3][C:4]1[CH:5]=[C:6]([CH2:10][C:11]#[N:12])[CH:7]=[CH:8][CH:9]=1.C1OCCOCCOCCOCCOC1.[Na+].[I-].Cl[CH2:31][CH2:32][N:33]([CH2:41][CH2:42]Cl)[C:34](=[O:40])[O:35][C:36]([CH3:39])([CH3:38])[CH3:37].[NH4+].[Cl-]. Product: [Cl:3][C:4]1[CH:5]=[C:6]([C:10]2([C:11]#[N:12])[CH2:42][CH2:41][N:33]([C:34]([O:35][C:36]([CH3:38])([CH3:37])[CH3:39])=[O:40])[CH2:32][CH2:31]2)[CH:7]=[CH:8][CH:9]=1. The catalyst class is: 31. (2) Reactant: [CH:1]([O:4][C:5]1[CH:35]=[C:34]([CH3:36])[CH:33]=[CH:32][C:6]=1[C:7]([NH:9][C:10]1[CH:31]=[CH:30][C:13]([O:14][CH2:15][CH2:16][C:17]2[N:18]=[C:19]([NH:22]C(=O)OC(C)(C)C)[S:20][CH:21]=2)=[CH:12][CH:11]=1)=[O:8])([CH3:3])[CH3:2].FC(F)(F)C(O)=O. Product: [NH2:22][C:19]1[S:20][CH:21]=[C:17]([CH2:16][CH2:15][O:14][C:13]2[CH:30]=[CH:31][C:10]([NH:9][C:7](=[O:8])[C:6]3[CH:32]=[CH:33][C:34]([CH3:36])=[CH:35][C:5]=3[O:4][CH:1]([CH3:2])[CH3:3])=[CH:11][CH:12]=2)[N:18]=1. The catalyst class is: 4. (3) Reactant: [CH2:1]([C:3]1[CH:4]=C([CH:8]=[CH:9][C:10]=1[N:11]1[CH2:16][CH2:15][CH2:14][CH2:13][CH2:12]1)C#N)[CH3:2].[OH-:17].[K+].Cl.[CH2:20]([OH:22])[CH3:21]. Product: [CH2:1]([C:3]1[CH:4]=[C:21]([CH:8]=[CH:9][C:10]=1[N:11]1[CH2:16][CH2:15][CH2:14][CH2:13][CH2:12]1)[C:20]([OH:17])=[O:22])[CH3:2]. The catalyst class is: 6. (4) Reactant: [C:1]([C:5]1[C:6](=[O:15])[NH:7][C:8]2[C:13]([CH:14]=1)=[CH:12][CH:11]=[CH:10][CH:9]=2)([CH3:4])([CH3:3])[CH3:2].C(=O)([O-])[O-].[Cs+].[Cs+].CN(C=O)C.Br[CH2:28][C:29]([O:31][CH2:32][CH3:33])=[O:30]. Product: [C:1]([C:5]1[C:6](=[O:15])[N:7]([CH2:28][C:29]([O:31][CH2:32][CH3:33])=[O:30])[C:8]2[C:13]([CH:14]=1)=[CH:12][CH:11]=[CH:10][CH:9]=2)([CH3:4])([CH3:2])[CH3:3]. The catalyst class is: 25. (5) Reactant: C([O-])(O)=O.[Na+].F[C:7]1[CH:12]=[CH:11][C:10]([C:13]([F:16])([F:15])[F:14])=[CH:9][C:8]=1[N+:17]([O-])=O.[CH3:20][N:21]([CH3:26])[CH2:22][CH2:23][CH2:24][OH:25].CC(C)([O-])C.[K+]. Product: [CH3:20][N:21]([CH3:26])[CH2:22][CH2:23][CH2:24][O:25][C:7]1[CH:12]=[CH:11][C:10]([C:13]([F:16])([F:15])[F:14])=[CH:9][C:8]=1[NH2:17]. The catalyst class is: 1. (6) Reactant: [H-].[H-].[H-].[H-].[Li+].[Al+3].O1C=CC=CN1.[O:13]1[CH2:18][C:17](=O)[NH:16][CH2:15][C:14]21[C:25]1[CH:26]=[CH:27][CH:28]=[CH:29][C:24]=1[S:23][C:22]1[CH:30]=[CH:31][CH:32]=[CH:33][C:21]=1[CH2:20]2.O. Product: [O:13]1[CH2:18][CH2:17][NH:16][CH2:15][C:14]21[C:25]1[CH:26]=[CH:27][CH:28]=[CH:29][C:24]=1[S:23][C:22]1[CH:30]=[CH:31][CH:32]=[CH:33][C:21]=1[CH2:20]2. The catalyst class is: 1.